This data is from Reaction yield outcomes from USPTO patents with 853,638 reactions. The task is: Predict the reaction yield, written as a fraction of the theoretical maximum amount of product (1.0 means a 100% yield; for example, 0.34 means a 34% yield). (1) The yield is 0.420. The product is [F:70][C:71]1[CH:72]=[C:73]([N:74]([CH3:75])[C:34]([CH:11]2[C@H:10]([OH:9])[C@H:14]([OH:15])[C@@H:13]([CH2:24][OH:25])[O:12]2)=[O:36])[CH:76]=[CH:77][CH:78]=1. The reactants are C([O:9][C@@H:10]1[C@H:14]([O:15]C(=O)C2C=CC=CC=2)[C@@H:13]([CH2:24][O:25]C(=O)C2C=CC=CC=2)[O:12][CH:11]1[C:34]([OH:36])=O)(=O)C1C=CC=CC=1.C1(P(C2C=CC=CC=2)C2C=CC=CC=2)C=CC=CC=1.C1C=C(SSC2N=CC=CC=2)N=CC=1.[F:70][C:71]1[CH:72]=[C:73]([CH:76]=[CH:77][CH:78]=1)[NH:74][CH3:75]. The catalyst is C1COCC1. (2) The catalyst is Cl.O1CCOCC1. The yield is 0.980. The reactants are [CH2:1]([N:8]([CH2:20][C:21]1[CH:26]=[CH:25][CH:24]=[CH:23][CH:22]=1)[CH:9]1[CH2:13][CH:12]([C:14]([O:16]CC)=[O:15])[CH:11]([CH3:19])[CH2:10]1)[C:2]1[CH:7]=[CH:6][CH:5]=[CH:4][CH:3]=1. The product is [CH2:20]([N:8]([CH2:1][C:2]1[CH:7]=[CH:6][CH:5]=[CH:4][CH:3]=1)[CH:9]1[CH2:13][CH:12]([C:14]([OH:16])=[O:15])[CH:11]([CH3:19])[CH2:10]1)[C:21]1[CH:22]=[CH:23][CH:24]=[CH:25][CH:26]=1. (3) The reactants are [Br:1][C:2]1[CH:7]=[CH:6][C:5]([C:8]2[CH2:13][CH2:12][N:11]([C:14]([O:16][C:17]([CH3:20])([CH3:19])[CH3:18])=[O:15])[CH2:10][CH:9]=2)=[CH:4][CH:3]=1.[H][H]. The catalyst is CCOC(C)=O.[Rh]. The product is [C:17]([O:16][C:14]([N:11]1[CH2:12][CH2:13][CH:8]([C:5]2[CH:6]=[CH:7][C:2]([Br:1])=[CH:3][CH:4]=2)[CH2:9][CH2:10]1)=[O:15])([CH3:20])([CH3:18])[CH3:19]. The yield is 0.940. (4) The reactants are [CH3:1][O:2][C:3]([C:5]1([CH3:17])[CH2:9][CH2:8][CH2:7][N:6]1[N:10]=[CH:11][CH2:12][C:13]([CH3:16])([CH3:15])[CH3:14])=[O:4].C(O)(=O)C.C([BH3-])#N.[Na+].C(=O)(O)[O-].[Na+]. The catalyst is CO. The product is [CH3:1][O:2][C:3]([C:5]1([CH3:17])[CH2:9][CH2:8][CH2:7][N:6]1[NH:10][CH2:11][CH2:12][C:13]([CH3:16])([CH3:15])[CH3:14])=[O:4]. The yield is 0.734. (5) The reactants are C(OC(=O)[NH:7][CH2:8][CH2:9][N:10]1[C:18]2[C:13](=[CH:14][C:15]([CH2:23][O:24][Si:25]([C:38]([CH3:41])([CH3:40])[CH3:39])([C:32]3[CH:37]=[CH:36][CH:35]=[CH:34][CH:33]=3)[C:26]3[CH:31]=[CH:30][CH:29]=[CH:28][CH:27]=3)=[C:16]([S:19]([CH3:22])(=[O:21])=[O:20])[CH:17]=2)[CH:12]=[C:11]1[C:42](=O)[CH:43]([CH3:45])[CH3:44])(C)(C)C.FC(F)(F)C(O)=O. The catalyst is C(Cl)Cl. The product is [Si:25]([O:24][CH2:23][C:15]1[C:16]([S:19]([CH3:22])(=[O:20])=[O:21])=[CH:17][C:18]2[N:10]3[CH2:9][CH2:8][N:7]=[C:42]([CH:43]([CH3:45])[CH3:44])[C:11]3=[CH:12][C:13]=2[CH:14]=1)([C:38]([CH3:41])([CH3:39])[CH3:40])([C:32]1[CH:37]=[CH:36][CH:35]=[CH:34][CH:33]=1)[C:26]1[CH:31]=[CH:30][CH:29]=[CH:28][CH:27]=1. The yield is 0.650.